From a dataset of Full USPTO retrosynthesis dataset with 1.9M reactions from patents (1976-2016). Predict the reactants needed to synthesize the given product. Given the product [CH2:29]([NH:36][CH2:27][C@@H:22]1[CH2:23][CH2:24][CH2:25][CH2:26][N:21]1[CH2:14][C:15]1[CH:20]=[CH:19][CH:18]=[CH:17][CH:16]=1)[C:30]1[CH:35]=[CH:34][CH:33]=[CH:32][CH:31]=1, predict the reactants needed to synthesize it. The reactants are: C(Cl)(=O)C(Cl)=O.C(=O)=O.CC(C)=O.[CH2:14]([N:21]1[CH2:26][CH2:25][CH2:24][CH2:23][C@H:22]1[CH2:27]O)[C:15]1[CH:20]=[CH:19][CH:18]=[CH:17][CH:16]=1.[CH2:29]([NH2:36])[C:30]1[CH:35]=[CH:34][CH:33]=[CH:32][CH:31]=1.C(O[BH-](OC(=O)C)OC(=O)C)(=O)C.[Na+].C(=O)(O)[O-].[Na+].